From a dataset of Full USPTO retrosynthesis dataset with 1.9M reactions from patents (1976-2016). Predict the reactants needed to synthesize the given product. (1) Given the product [F:17][C:18]([F:28])([F:29])[CH2:19][O:20][CH:21]1[CH2:26][CH2:25][C:24]2([NH:8][C:6](=[O:7])[C:5]3[C:4](=[CH:12][C:11]([C:13]([F:16])([F:15])[F:14])=[CH:10][CH:9]=3)[NH:1]2)[CH2:23][CH2:22]1, predict the reactants needed to synthesize it. The reactants are: [N+:1]([C:4]1[CH:12]=[C:11]([C:13]([F:16])([F:15])[F:14])[CH:10]=[CH:9][C:5]=1[C:6]([NH2:8])=[O:7])([O-])=O.[F:17][C:18]([F:29])([F:28])[CH2:19][O:20][CH:21]1[CH2:26][CH2:25][C:24](=O)[CH2:23][CH2:22]1.O.[Sn](Cl)Cl. (2) Given the product [CH3:6][O:7][C:8]([C:10]1[N:11]=[C:12]2[C:17]([C:1]([CH3:2])=[CH2:35])=[CH:16][C:15]([C:19]3[CH:24]=[CH:23][CH:22]=[CH:21][CH:20]=3)=[CH:14][N:13]2[CH:25]=1)=[O:9], predict the reactants needed to synthesize it. The reactants are: [CH:1](B(O)O)=[CH2:2].[CH3:6][O:7][C:8]([C:10]1[N:11]=[C:12]2[C:17](Br)=[CH:16][C:15]([C:19]3[CH:24]=[CH:23][CH:22]=[CH:21][CH:20]=3)=[CH:14][N:13]2[CH:25]=1)=[O:9].[O-]P([O-])([O-])=O.[K+].[K+].[K+].O1CCOC[CH2:35]1. (3) Given the product [CH3:25][O:5][CH:6]([C:8]1[N:17]=[C:16]2[C:11]([CH:12]=[C:13]([C:22]([OH:24])=[O:23])[C:14]([C:18]([F:21])([F:20])[F:19])=[N:15]2)=[CH:10][CH:9]=1)[CH3:7], predict the reactants needed to synthesize it. The reactants are: CS([O:5][CH:6]([C:8]1[N:17]=[C:16]2[C:11]([CH:12]=[C:13]([C:22]([O-:24])=[O:23])[C:14]([C:18]([F:21])([F:20])[F:19])=[N:15]2)=[CH:10][CH:9]=1)[CH3:7])(=O)=O.[CH3:25][O-].[Na+].O.[OH-].[Li+].Cl. (4) Given the product [Br:1][C:2]1[C:6]2[C:7](=[O:11])[NH:8][CH:9]=[CH:10][C:5]=2[NH:4][CH:3]=1, predict the reactants needed to synthesize it. The reactants are: [Br:1][C:2]1[C:6]2[C:7](=[O:11])[NH:8][CH:9]=[CH:10][C:5]=2[N:4](COCC[Si](C)(C)C)[CH:3]=1.C([SiH](CC)CC)C.FC(F)(F)C(O)=O. (5) Given the product [C:1]1([NH:7][C:8]([C:10]2[C:14]([C:1]3[CH:6]=[CH:5][CH:4]=[C:3]([CH2:25][OH:28])[CH:2]=3)=[CH:13][N:12]([CH2:16][C:17]3[CH:22]=[CH:21][C:20]([O:23][CH3:24])=[CH:19][CH:18]=3)[N:11]=2)=[O:9])[CH:6]=[CH:5][CH:4]=[CH:3][CH:2]=1, predict the reactants needed to synthesize it. The reactants are: [C:1]1([NH:7][C:8]([C:10]2[C:14](I)=[CH:13][N:12]([CH2:16][C:17]3[CH:22]=[CH:21][C:20]([O:23][CH3:24])=[CH:19][CH:18]=3)[N:11]=2)=[O:9])[CH:6]=[CH:5][CH:4]=[CH:3][CH:2]=1.[C:25](=[O:28])([O-])[O-].[K+].[K+]. (6) Given the product [OH:1][C:2]([C:13]1[CH:18]=[CH:17][CH:16]=[CH:15][CH:14]=1)([C:8]1[CH:12]=[CH:11][S:10][CH:9]=1)[C:3]([OH:5])=[O:4], predict the reactants needed to synthesize it. The reactants are: [OH:1][C:2]([C:13]1[CH:18]=[CH:17][CH:16]=[CH:15][CH:14]=1)([C:8]1[CH:12]=[CH:11][S:10][CH:9]=1)[C:3]([O:5]CC)=[O:4]. (7) Given the product [C:1]([C:3]([C:11]1[S:12][CH:13]=[CH:14][CH:15]=1)([CH:8]([CH3:10])[CH3:9])[CH2:4][CH2:5][CH2:6][N:31]1[CH2:32][CH2:33][C@H:29]([N:21]([CH2:20][CH2:19][C:17]#[N:18])[CH2:22][C:23]2[CH:24]=[CH:25][CH:26]=[CH:27][CH:28]=2)[CH2:30]1)#[N:2], predict the reactants needed to synthesize it. The reactants are: [C:1]([C:3]([C:11]1[S:12][CH:13]=[CH:14][CH:15]=1)([CH:8]([CH3:10])[CH3:9])[CH2:4][CH2:5][CH2:6]I)#[N:2].[I-].[C:17]([CH2:19][CH2:20][N:21]([C@H:29]1[CH2:33][CH2:32][NH:31][CH2:30]1)[CH2:22][C:23]1[CH:28]=[CH:27][CH:26]=[CH:25][CH:24]=1)#[N:18]. (8) Given the product [Si:16]([O:15][CH2:14][C@@H:13]1[N:8]([C:43]([O:45][C:46]([CH3:47])([CH3:48])[CH3:49])=[O:44])[CH2:9][C@H:10]([CH2:33][OH:34])[O:11][CH2:12]1)([C:29]([CH3:31])([CH3:32])[CH3:30])([C:17]1[CH:18]=[CH:19][CH:20]=[CH:21][CH:22]=1)[C:23]1[CH:28]=[CH:27][CH:26]=[CH:25][CH:24]=1, predict the reactants needed to synthesize it. The reactants are: C([N:8]1[C@@H:13]([CH2:14][O:15][Si:16]([C:29]([CH3:32])([CH3:31])[CH3:30])([C:23]2[CH:28]=[CH:27][CH:26]=[CH:25][CH:24]=2)[C:17]2[CH:22]=[CH:21][CH:20]=[CH:19][CH:18]=2)[CH2:12][O:11][C@@H:10]([CH2:33][OH:34])[CH2:9]1)C1C=CC=CC=1.[CH3:47][C:46]([O:45][C:43](O[C:43]([O:45][C:46]([CH3:49])([CH3:48])[CH3:47])=[O:44])=[O:44])([CH3:49])[CH3:48].CCN(CC)CC.